Dataset: Reaction yield outcomes from USPTO patents with 853,638 reactions. Task: Predict the reaction yield, written as a fraction of the theoretical maximum amount of product (1.0 means a 100% yield; for example, 0.34 means a 34% yield). (1) The product is [CH3:1][N:2]1[CH2:7][CH2:6][N:5]([C:25]2[C:26]3[C:27](=[O:30])[C:28]4[C:19](=[CH:18][CH:17]=[C:16]([CH3:15])[CH:29]=4)[S:20][C:21]=3[CH:22]=[C:23]([C:31]([NH2:10])=[O:32])[CH:24]=2)[CH2:4][CH2:3]1. The yield is 0.508. The reactants are [CH3:1][N:2]1[CH2:7][CH2:6][NH:5][CH2:4][CH2:3]1.C([N:10](CC)CC)C.[CH3:15][C:16]1[CH:29]=[C:28]2[C:19]([S:20][C:21]3[CH:22]=[C:23]([C:31](Cl)=[O:32])[CH:24]=[CH:25][C:26]=3[C:27]2=[O:30])=[CH:18][CH:17]=1. The catalyst is C(Cl)Cl.O. (2) The reactants are [CH2:1]([S:3][C:4]1[C:9]([C:10](O)=[O:11])=[C:8]([C:13]([F:16])([F:15])[F:14])[CH:7]=[C:6]([N:17]2[CH2:22][CH2:21][O:20][CH2:19][CH2:18]2)[N:5]=1)[CH3:2].CN(C(ON1N=NC2C=CC=NC1=2)=[N+](C)C)C.F[P-](F)(F)(F)(F)F.CCN(CC)CC.[F:54][C:55]1[CH:56]=[C:57]([CH:60]=[CH:61][CH:62]=1)[CH2:58][NH2:59]. The catalyst is C1COCC1. The product is [CH2:1]([S:3][C:4]1[C:9]([C:10]([NH:59][CH2:58][C:57]2[CH:60]=[CH:61][CH:62]=[C:55]([F:54])[CH:56]=2)=[O:11])=[C:8]([C:13]([F:15])([F:14])[F:16])[CH:7]=[C:6]([N:17]2[CH2:22][CH2:21][O:20][CH2:19][CH2:18]2)[N:5]=1)[CH3:2]. The yield is 0.260.